From a dataset of Forward reaction prediction with 1.9M reactions from USPTO patents (1976-2016). Predict the product of the given reaction. The product is: [CH3:28][O:29][C:30]([C:32]1[N:33]=[C:34]([Cl:40])[C:35]([N:17]2[CH2:18][CH2:19][N:14]([C:12]3[CH:13]=[C:8]([C:5]4[CH:6]=[CH:7][C:2]([F:1])=[CH:3][CH:4]=4)[N:9]=[C:10]([N:21]4[CH2:26][CH2:25][O:24][CH2:23][C@H:22]4[CH3:27])[N:11]=3)[CH:15]([CH3:20])[CH2:16]2)=[N:36][C:37]=1[NH2:38])=[O:31]. Given the reactants [F:1][C:2]1[CH:7]=[CH:6][C:5]([C:8]2[CH:13]=[C:12]([N:14]3[CH2:19][CH2:18][NH:17][CH2:16][CH:15]3[CH3:20])[N:11]=[C:10]([N:21]3[CH2:26][CH2:25][O:24][CH2:23][C@H:22]3[CH3:27])[N:9]=2)=[CH:4][CH:3]=1.[CH3:28][O:29][C:30]([C:32]1[C:37]([NH2:38])=[N:36][C:35](Cl)=[C:34]([Cl:40])[N:33]=1)=[O:31], predict the reaction product.